Dataset: Forward reaction prediction with 1.9M reactions from USPTO patents (1976-2016). Task: Predict the product of the given reaction. Given the reactants C(N(CC)C(C)C)(C)C.F[P-](F)(F)(F)(F)F.[N:17]1(OC(N(C)C)=[N+](C)C)[C:21]2N=CC=[CH:25][C:20]=2N=N1.[C:34]([C:37]1[CH:42]=[C:41]([CH2:43][S:44][C:45]2[C:50]([C:51]([NH:53][C:54]3[CH:59]=[C:58]([CH3:60])[CH:57]=[C:56]([CH3:61])[CH:55]=3)=[O:52])=[CH:49][CH:48]=[CH:47][N:46]=2)[CH:40]=[CH:39][N:38]=1)(O)=[O:35].C(N)CC, predict the reaction product. The product is: [CH3:60][C:58]1[CH:59]=[C:54]([NH:53][C:51]([C:50]2[C:45]([S:44][CH2:43][C:41]3[CH:40]=[CH:39][N:38]=[C:37]([C:34]([NH:17][CH2:21][CH2:20][CH3:25])=[O:35])[CH:42]=3)=[N:46][CH:47]=[CH:48][CH:49]=2)=[O:52])[CH:55]=[C:56]([CH3:61])[CH:57]=1.